From a dataset of Forward reaction prediction with 1.9M reactions from USPTO patents (1976-2016). Predict the product of the given reaction. The product is: [ClH:21].[Cl:21][C:20]1[CH:19]=[CH:18][CH:17]=[C:16]([Cl:22])[C:15]=1[C:13]([NH:12][C:9]1[CH:10]=[CH:11][C:6]([CH2:5][C@@H:4]([C:23]([OH:25])=[O:24])[NH2:3])=[CH:7][CH:8]=1)=[O:14]. Given the reactants Cl.C[NH:3][C@H:4]([C:23]([OH:25])=[O:24])[CH2:5][C:6]1[CH:11]=[CH:10][C:9]([NH:12][C:13]([C:15]2[C:20]([Cl:21])=[CH:19][CH:18]=[CH:17][C:16]=2[Cl:22])=[O:14])=[CH:8][CH:7]=1.[OH-].[Na+], predict the reaction product.